From a dataset of Full USPTO retrosynthesis dataset with 1.9M reactions from patents (1976-2016). Predict the reactants needed to synthesize the given product. Given the product [NH2:1][C@H:2]([CH2:21][C:22]1[CH:27]=[CH:26][C:25]([Cl:28])=[CH:24][CH:23]=1)[C:3]([N:5]1[CH2:10][CH2:9][C:8]([CH2:17][NH2:18])([CH:11]2[CH2:12][CH2:13][CH2:14][CH2:15][CH2:16]2)[CH2:7][CH2:6]1)=[O:4], predict the reactants needed to synthesize it. The reactants are: [NH2:1][C@H:2]([CH2:21][C:22]1[CH:27]=[CH:26][C:25]([Cl:28])=[CH:24][CH:23]=1)[C:3]([N:5]1[CH2:10][CH2:9][C:8]([CH2:17][N:18]=[N+]=[N-])([CH:11]2[CH2:16][CH2:15][CH2:14][CH2:13][CH2:12]2)[CH2:7][CH2:6]1)=[O:4].N1C=CC=CC=1.